From a dataset of Catalyst prediction with 721,799 reactions and 888 catalyst types from USPTO. Predict which catalyst facilitates the given reaction. (1) Reactant: [Br:1][C:2]1[C:3]([F:14])=[CH:4][CH:5]=[C:6]2[C:11]=1[NH:10][C:9](=O)[C:8]([CH3:13])=[N:7]2.Cl.[CH3:16][C:17]1([NH2:20])[CH2:19][CH2:18]1.CCN(C(C)C)C(C)C. Product: [Br:1][C:2]1[C:3]([F:14])=[CH:4][CH:5]=[C:6]2[C:11]=1[N:10]=[C:9]([NH:20][C:17]1([CH3:16])[CH2:19][CH2:18]1)[C:8]([CH3:13])=[N:7]2. The catalyst class is: 16. (2) Reactant: [NH:1]([C:22]([O:24][C:25]([CH3:28])([CH3:27])[CH3:26])=[O:23])[C@H:2]([C:18]([O:20][CH3:21])=[O:19])[CH2:3][CH2:4][CH2:5][CH2:6][NH:7]C(OCC1C=CC=CC=1)=O. Product: [NH:1]([C:22]([O:24][C:25]([CH3:28])([CH3:27])[CH3:26])=[O:23])[C@H:2]([C:18]([O:20][CH3:21])=[O:19])[CH2:3][CH2:4][CH2:5][CH2:6][NH2:7]. The catalyst class is: 407.